This data is from Reaction yield outcomes from USPTO patents with 853,638 reactions. The task is: Predict the reaction yield, written as a fraction of the theoretical maximum amount of product (1.0 means a 100% yield; for example, 0.34 means a 34% yield). (1) The reactants are [CH2:1]([C:3]1([CH2:10][O:11][C:12]2[C:20]3[C:19]4[CH:21]=[C:22]([C:25]#[N:26])[N:23]=[CH:24][C:18]=4[N:17](COCC[Si](C)(C)C)[C:16]=3[N:15]=[CH:14][CH:13]=2)[CH2:8][CH2:7][N:6]([CH3:9])[CH2:5][CH2:4]1)[CH3:2].Br.[OH-].[Na+].Cl. The catalyst is O1CCOCC1. The product is [CH2:1]([C:3]1([CH2:10][O:11][C:12]2[C:20]3[C:19]4[CH:21]=[C:22]([C:25]#[N:26])[N:23]=[CH:24][C:18]=4[NH:17][C:16]=3[N:15]=[CH:14][CH:13]=2)[CH2:4][CH2:5][N:6]([CH3:9])[CH2:7][CH2:8]1)[CH3:2]. The yield is 0.400. (2) The reactants are CN(C(ON1N=NC2C=CC=NC1=2)=[N+](C)C)C.F[P-](F)(F)(F)(F)F.[CH3:25][C:26]1[CH:27]=[C:28]([CH:32]=[CH:33][C:34]=1[CH2:35][CH2:36][S:37]([N:40]1[CH2:45][CH2:44][C:43](=[O:46])[CH2:42][CH2:41]1)(=[O:39])=[O:38])[C:29]([OH:31])=O.[CH2:47]([O:50][CH2:51][CH2:52][NH:53][CH3:54])[CH:48]=[CH2:49].C(N(C(C)C)CC)(C)C.Cl. The catalyst is CN(C=O)C.O. The product is [CH2:47]([O:50][CH2:51][CH2:52][N:53]([CH3:54])[C:29](=[O:31])[C:28]1[CH:32]=[CH:33][C:34]([CH2:35][CH2:36][S:37]([N:40]2[CH2:45][CH2:44][C:43](=[O:46])[CH2:42][CH2:41]2)(=[O:39])=[O:38])=[C:26]([CH3:25])[CH:27]=1)[CH:48]=[CH2:49]. The yield is 1.00. (3) The catalyst is ClCCl.CO. The reactants are [CH3:1][CH:2]([CH3:6])[CH2:3][CH2:4][NH2:5].[C:7](O[C:7]([O:9][C:10]([CH3:13])([CH3:12])[CH3:11])=[O:8])([O:9][C:10]([CH3:13])([CH3:12])[CH3:11])=[O:8].C(N(CC)CC)C. The product is [CH2:4]([NH:5][C:7](=[O:8])[O:9][C:10]([CH3:13])([CH3:12])[CH3:11])[CH2:3][CH:2]([CH3:6])[CH3:1]. The yield is 0.290. (4) The reactants are [C:1]1([CH:7]([C:20]2[CH:25]=[CH:24][CH:23]=[CH:22][CH:21]=2)[CH2:8][CH2:9][NH:10][C:11](=[O:19])[C:12]2[CH:17]=[CH:16][C:15]([OH:18])=[N:14][CH:13]=2)[CH:6]=[CH:5][CH:4]=[CH:3][CH:2]=1.Cl[CH2:27][CH:28]([N:30]1[CH2:35][CH2:34][O:33][CH2:32][CH2:31]1)[OH:29]. No catalyst specified. The product is [C:20]1([CH:7]([C:1]2[CH:2]=[CH:3][CH:4]=[CH:5][CH:6]=2)[CH2:8][CH2:9][NH:10][C:11]([C:12]2[CH:17]=[CH:16][C:15](=[O:18])[N:14]([CH2:27][C:28]([N:30]3[CH2:35][CH2:34][O:33][CH2:32][CH2:31]3)=[O:29])[CH:13]=2)=[O:19])[CH:25]=[CH:24][CH:23]=[CH:22][CH:21]=1. The yield is 0.263. (5) The reactants are CS[C:3]1[NH:4][CH:5]=[C:6]([CH2:10][C:11]2[CH:12]=[N:13][CH:14]=[N:15][CH:16]=2)[C:7](=[O:9])[N:8]=1.[Cl:17][C:18]1[CH:33]=[CH:32][C:21]([O:22][C:23]2[CH:28]=[CH:27][C:26]([CH2:29][CH2:30][NH2:31])=[CH:25][CH:24]=2)=[CH:20][CH:19]=1. The catalyst is C(O)C. The product is [Cl:17][C:18]1[CH:33]=[CH:32][C:21]([O:22][C:23]2[CH:28]=[CH:27][C:26]([CH2:29][CH2:30][NH:31][C:3]3[NH:4][CH:5]=[C:6]([CH2:10][C:11]4[CH:12]=[N:13][CH:14]=[N:15][CH:16]=4)[C:7](=[O:9])[N:8]=3)=[CH:25][CH:24]=2)=[CH:20][CH:19]=1. The yield is 0.602. (6) The reactants are [CH3:1][C:2]1[C:3]([C:17]([O:19]C)=[O:18])=[CH:4][NH:5][C:6]=1[C:7]1[CH:12]=[CH:11][CH:10]=[CH:9][C:8]=1[C:13]([F:16])([F:15])[F:14].[OH-].[Na+].C(O)=O. The product is [CH3:1][C:2]1[C:3]([C:17]([OH:19])=[O:18])=[CH:4][NH:5][C:6]=1[C:7]1[CH:12]=[CH:11][CH:10]=[CH:9][C:8]=1[C:13]([F:14])([F:15])[F:16]. The yield is 0.830. The catalyst is CO.